Task: Predict which catalyst facilitates the given reaction.. Dataset: Catalyst prediction with 721,799 reactions and 888 catalyst types from USPTO Reactant: FC(F)(F)S(O[C:7]1[CH:16]=[CH:15][C:14]2[C:9](=[CH:10][C:11]([OH:35])=[C:12]([C:17]3[N:18]=[N:19][C:20]([N:23]([CH3:34])[CH:24]4[CH2:29][C:28]([CH3:31])([CH3:30])[NH:27][C:26]([CH3:33])([CH3:32])[CH2:25]4)=[CH:21][CH:22]=3)[CH:13]=2)[CH:8]=1)(=O)=O.[CH3:38][N:39](C=O)C. Product: [OH:35][C:11]1[CH:10]=[C:9]2[C:14]([CH:15]=[CH:16][C:7]([C:38]#[N:39])=[CH:8]2)=[CH:13][C:12]=1[C:17]1[N:18]=[N:19][C:20]([N:23]([CH3:34])[CH:24]2[CH2:25][C:26]([CH3:33])([CH3:32])[NH:27][C:28]([CH3:30])([CH3:31])[CH2:29]2)=[CH:21][CH:22]=1. The catalyst class is: 267.